This data is from Full USPTO retrosynthesis dataset with 1.9M reactions from patents (1976-2016). The task is: Predict the reactants needed to synthesize the given product. Given the product [CH3:25][O:24][C:22]1[CH:21]=[CH:20][CH:19]=[C:18]2[C:23]=1[CH:15]([NH:14][C:11]1[O:12][CH2:13][C:8]3[CH:7]=[C:6]([NH:5][C:3](=[O:4])[CH2:2][N:35]4[CH2:34][CH2:33][N:32]([CH3:37])[CH:31]([CH2:30][O:29][CH3:28])[CH2:36]4)[CH:27]=[CH:26][C:9]=3[N:10]=1)[CH2:16][CH2:17]2, predict the reactants needed to synthesize it. The reactants are: Cl[CH2:2][C:3]([NH:5][C:6]1[CH:27]=[CH:26][C:9]2[N:10]=[C:11]([NH:14][CH:15]3[C:23]4[C:18](=[CH:19][CH:20]=[CH:21][C:22]=4[O:24][CH3:25])[CH2:17][CH2:16]3)[O:12][CH2:13][C:8]=2[CH:7]=1)=[O:4].[CH3:28][O:29][CH2:30][CH:31]1[CH2:36][NH:35][CH2:34][CH2:33][N:32]1[CH3:37].C(N(C(C)C)CC)(C)C.